This data is from Reaction yield outcomes from USPTO patents with 853,638 reactions. The task is: Predict the reaction yield, written as a fraction of the theoretical maximum amount of product (1.0 means a 100% yield; for example, 0.34 means a 34% yield). (1) The catalyst is C1COCC1.CCOC(C)=O. The reactants are [CH2:1]([O:3][P:4]([CH:9]([C:11]1[CH:16]=[CH:15][C:14]([N+:17]([O-:19])=[O:18])=[CH:13][CH:12]=1)[CH3:10])(=[O:8])[O:5][CH2:6][CH3:7])[CH3:2].[H-].[Na+].I[CH3:23].O. The product is [CH2:1]([O:3][P:4]([C:9]([C:11]1[CH:12]=[CH:13][C:14]([N+:17]([O-:19])=[O:18])=[CH:15][CH:16]=1)([CH3:23])[CH3:10])(=[O:8])[O:5][CH2:6][CH3:7])[CH3:2]. The yield is 0.480. (2) The reactants are [CH3:1][C:2]1[C:7]([CH3:8])=[CH:6][C:5]([NH2:9])=[C:4]([NH2:10])[CH:3]=1.[Cl:11][CH2:12][C:13](O)=O.C(=O)([O-])[O-].[Na+].[Na+]. The catalyst is Cl.O. The product is [Cl:11][CH2:12][C:13]1[NH:9][C:5]2[CH:6]=[C:7]([CH3:8])[C:2]([CH3:1])=[CH:3][C:4]=2[N:10]=1. The yield is 0.540. (3) The reactants are I[C:2]1[CH:7]=[CH:6][CH:5]=[CH:4][CH:3]=1.[CH3:8][O:9][C:10](=[O:13])[CH:11]=[CH2:12].C(N(CC)CC)C. The catalyst is C(#N)C. The product is [C:10]([O:9][CH3:8])(=[O:13])[CH:11]=[CH:12][C:2]1[CH:7]=[CH:6][CH:5]=[CH:4][CH:3]=1. The yield is 0.350. (4) The reactants are [NH:1]([C:18]([O:20][C:21]([CH3:24])([CH3:23])[CH3:22])=[O:19])[C@@H:2]([C:8]([O:10][CH2:11][C:12]1[CH:17]=[CH:16][CH:15]=[CH:14][CH:13]=1)=[O:9])[CH2:3][CH2:4][C:5](=[O:7])[OH:6].[CH3:25][Si](C=[N+]=[N-])(C)C.[CH3:32][C:33]([O:36][C:37](O[C:37]([O:36][C:33]([CH3:35])([CH3:34])[CH3:32])=[O:38])=[O:38])([CH3:35])[CH3:34]. The catalyst is C(Cl)Cl.CO.CC#N.CN(C1C=CN=CC=1)C. The product is [C:21]([O:20][C:18]([N:1]([C:37]([O:36][C:33]([CH3:35])([CH3:34])[CH3:32])=[O:38])[C@@H:2]([C:8]([O:10][CH2:11][C:12]1[CH:13]=[CH:14][CH:15]=[CH:16][CH:17]=1)=[O:9])[CH2:3][CH2:4][C:5]([O:6][CH3:25])=[O:7])=[O:19])([CH3:24])([CH3:23])[CH3:22]. The yield is 0.720. (5) The reactants are [CH:1]1[C:10]2[C:5](=[CH:6][CH:7]=[CH:8][CH:9]=2)[CH:4]=[CH:3][C:2]=1[C:11]([OH:13])=O.CN(C)C=O.S(Cl)(Cl)=O.[NH2:23][C:24]1[CH:25]=[C:26]([CH:29]=[CH:30][CH:31]=1)[C:27]#[N:28]. The catalyst is ClCCl.O.C(N(CC)CC)C. The product is [C:27]([C:26]1[CH:25]=[C:24]([NH:23][C:11]([C:2]2[CH:3]=[CH:4][C:5]3[C:10](=[CH:9][CH:8]=[CH:7][CH:6]=3)[CH:1]=2)=[O:13])[CH:31]=[CH:30][CH:29]=1)#[N:28]. The yield is 0.950.